Predict the reaction yield, written as a fraction of the theoretical maximum amount of product (1.0 means a 100% yield; for example, 0.34 means a 34% yield). From a dataset of Reaction yield outcomes from USPTO patents with 853,638 reactions. (1) The reactants are [CH3:1][C:2]1[CH:9]=[CH:8][CH:7]=[CH:6][C:3]=1[CH2:4]Cl.[CH2:10]1[O:20][C:13]2([CH2:18][CH2:17][C:16](=[O:19])[CH2:15][CH2:14]2)[O:12][CH2:11]1. The catalyst is C1COCC1. The product is [CH3:1][C:2]1[CH:9]=[CH:8][CH:7]=[CH:6][C:3]=1[CH2:4][C:16]1([OH:19])[CH2:17][CH2:18][C:13]2([O:20][CH2:10][CH2:11][O:12]2)[CH2:14][CH2:15]1. The yield is 0.440. (2) The reactants are C(OC(=O)[NH:7][C:8]([CH3:48])([CH3:47])[C:9]([N:11]1[CH2:16][CH2:15][CH:14]([C:17]2[CH:22]=[CH:21][C:20]([NH:23][C:24]([C:26]3[N:27](COCC[Si](C)(C)C)[CH:28]=[C:29]([C:31]#[N:32])[N:30]=3)=[O:25])=[C:19]([C:41]3[CH2:46][CH2:45][CH2:44][CH2:43][CH:42]=3)[CH:18]=2)[CH2:13][CH2:12]1)=[O:10])(C)(C)C.[C:50]([OH:56])([C:52]([F:55])([F:54])[F:53])=[O:51]. The catalyst is C(Cl)Cl.CCO. The product is [F:53][C:52]([F:55])([F:54])[C:50]([OH:56])=[O:51].[NH2:7][C:8]([CH3:48])([CH3:47])[C:9]([N:11]1[CH2:16][CH2:15][CH:14]([C:17]2[CH:22]=[CH:21][C:20]([NH:23][C:24]([C:26]3[NH:30][C:29]([C:31]#[N:32])=[CH:28][N:27]=3)=[O:25])=[C:19]([C:41]3[CH2:46][CH2:45][CH2:44][CH2:43][CH:42]=3)[CH:18]=2)[CH2:13][CH2:12]1)=[O:10]. The yield is 0.290. (3) The reactants are [F:1][C:2]1[CH:3]=[C:4]([CH2:8][S:9][C:10]2[N:15]=[C:14]([OH:16])[CH:13]=[C:12]([CH3:17])[N:11]=2)[CH:5]=[N:6][CH:7]=1.[ClH:18].O1CCOCC1. The catalyst is CO. The product is [ClH:18].[F:1][C:2]1[CH:3]=[C:4]([CH2:8][S:9][C:10]2[N:15]=[C:14]([OH:16])[CH:13]=[C:12]([CH3:17])[N:11]=2)[CH:5]=[N:6][CH:7]=1. The yield is 0.990. (4) The yield is 0.860. The product is [Br:1][CH2:30][CH:28]([OH:29])[CH2:27][O:26][C:7]1[C:6]([Br:5])=[C:14]2[C:10]([CH:11]=[N:12][N:13]2[CH2:15][CH:16]([O:18][Si:19]([C:22]([CH3:25])([CH3:24])[CH3:23])([CH3:21])[CH3:20])[CH3:17])=[CH:9][CH:8]=1. The reactants are [Br:1]C(Br)C.[Br:5][C:6]1[C:7]([O:26][CH2:27][CH:28]2[CH2:30][O:29]2)=[CH:8][CH:9]=[C:10]2[C:14]=1[N:13]([CH2:15][CH:16]([O:18][Si:19]([C:22]([CH3:25])([CH3:24])[CH3:23])([CH3:21])[CH3:20])[CH3:17])[N:12]=[CH:11]2. The catalyst is C1COCC1. (5) The reactants are [NH2:1][C:2]1[CH:7]=[C:6]([C:8]2[CH:13]=[CH:12][C:11]([Cl:14])=[C:10]([O:15][CH3:16])[C:9]=2[F:17])[N:5]=[C:4]([C:18]([OH:20])=[O:19])[C:3]=1[Cl:21].[H-].[Na+].[Cl:24][C:25]1[CH:30]=[C:29]([Cl:31])[CH:28]=[CH:27][C:26]=1[CH2:32]Cl.O. The catalyst is CN(C=O)C. The product is [NH2:1][C:2]1[CH:7]=[C:6]([C:8]2[CH:13]=[CH:12][C:11]([Cl:14])=[C:10]([O:15][CH3:16])[C:9]=2[F:17])[N:5]=[C:4]([C:18]([O:20][CH2:32][C:26]2[CH:27]=[CH:28][C:29]([Cl:31])=[CH:30][C:25]=2[Cl:24])=[O:19])[C:3]=1[Cl:21]. The yield is 0.350. (6) The reactants are P(Cl)(Cl)(Cl)=O.[CH3:6][C:7]1[NH:8][CH:9]=[C:10]([CH3:21])[C:11]=1[C:12]1[CH:20]=[CH:19][C:15](C(O)=O)=[CH:14][CH:13]=1.[OH-].[K+].Cl.[C:25]([O:28]CC)(=[O:27])C.CCCCCC.[C:37](O)(=[O:39])C. The catalyst is ClCCl.O.CN(C)C=O. The product is [CH:37]([C:9]1[NH:8][C:7]([CH3:6])=[C:11]([C:12]2[CH:13]=[C:14]([CH:15]=[CH:19][CH:20]=2)[C:25]([OH:28])=[O:27])[C:10]=1[CH3:21])=[O:39]. The yield is 0.500. (7) The reactants are [Cl:1][C:2]1[N:3]=[CH:4][C:5]([C:8](OC)=[O:9])=[N:6][CH:7]=1.[H-].C([Al+]CC(C)C)C(C)C. The catalyst is O1CCCC1. The product is [Cl:1][C:2]1[N:3]=[CH:4][C:5]([CH2:8][OH:9])=[N:6][CH:7]=1. The yield is 0.500. (8) The reactants are [C:1]([C:3]1[CH:8]=[CH:7][CH:6]=[CH:5][C:4]=1[C:9]1[CH:14]=[CH:13][C:12]([CH2:15][C:16]2[C:17](=[O:37])[N:18]([CH:28]3[CH2:31][CH:30]([C:32]([O:34]CC)=O)[CH2:29]3)[C:19]3[N:20]([N:25]=[CH:26][N:27]=3)[C:21]=2[CH2:22][CH2:23][CH3:24])=[C:11]([F:38])[CH:10]=1)#[N:2].[OH-].[Na+].Cl.[CH3:42][Mg]Br. The catalyst is O1CCCC1.C(O)C. The product is [C:32]([CH:30]1[CH2:29][CH:28]([N:18]2[C:17](=[O:37])[C:16]([CH2:15][C:12]3[CH:13]=[CH:14][C:9]([C:4]4[C:3]([C:1]#[N:2])=[CH:8][CH:7]=[CH:6][CH:5]=4)=[CH:10][C:11]=3[F:38])=[C:21]([CH2:22][CH2:23][CH3:24])[N:20]3[N:25]=[CH:26][N:27]=[C:19]23)[CH2:31]1)(=[O:34])[CH3:42]. The yield is 0.730. (9) The catalyst is CN(C)C=O.CN(C1C=CN=CC=1)C. The yield is 0.820. The reactants are [O:1]=[C:2]1[NH:6][C@H:5]([C:7]([NH2:9])=[O:8])[CH2:4][CH2:3]1.C(N(CC)CC)C.[CH3:17][C:18]([O:21][C:22](O[C:22]([O:21][C:18]([CH3:20])([CH3:19])[CH3:17])=[O:23])=[O:23])([CH3:20])[CH3:19]. The product is [C:7]([C@@H:5]1[CH2:4][CH2:3][C:2](=[O:1])[N:6]1[C:22]([O:21][C:18]([CH3:20])([CH3:19])[CH3:17])=[O:23])(=[O:8])[NH2:9]. (10) The reactants are [Cl:1][C:2]1[C:3]([O:9][C:10]2[CH:24]=[C:23]([O:25][CH2:26][CH2:27][O:28][CH3:29])[CH:22]=[CH:21][C:11]=2/[CH:12]=[C:13](\[CH2:19][CH3:20])/[C:14]([O:16]CC)=[O:15])=[N:4][CH:5]=[C:6]([Cl:8])[CH:7]=1.[OH-].[Na+]. The catalyst is O1CCCC1.C(O)C. The product is [Cl:1][C:2]1[C:3]([O:9][C:10]2[CH:24]=[C:23]([O:25][CH2:26][CH2:27][O:28][CH3:29])[CH:22]=[CH:21][C:11]=2/[CH:12]=[C:13](\[CH2:19][CH3:20])/[C:14]([OH:16])=[O:15])=[N:4][CH:5]=[C:6]([Cl:8])[CH:7]=1. The yield is 0.910.